This data is from Reaction yield outcomes from USPTO patents with 853,638 reactions. The task is: Predict the reaction yield, written as a fraction of the theoretical maximum amount of product (1.0 means a 100% yield; for example, 0.34 means a 34% yield). (1) The reactants are [OH:1][CH2:2][CH2:3][CH2:4][CH2:5][CH2:6][CH:7]=[CH:8][CH2:9][CH:10]=[CH:11][CH2:12][CH:13]=[CH:14][CH2:15][CH:16]=[CH:17][CH2:18][CH2:19][CH2:20][C:21]([O:23][CH3:24])=[O:22].C(N(CC)CC)C.[C:32]1([CH3:42])[CH:37]=[CH:36][C:35]([S:38](Cl)(=[O:40])=[O:39])=[CH:34][CH:33]=1. The catalyst is C(Cl)Cl. The product is [C:32]1([CH3:42])[CH:37]=[CH:36][C:35]([S:38]([O:1][CH2:2][CH2:3][CH2:4][CH2:5][CH2:6][CH:7]=[CH:8][CH2:9][CH:10]=[CH:11][CH2:12][CH:13]=[CH:14][CH2:15][CH:16]=[CH:17][CH2:18][CH2:19][CH2:20][C:21]([O:23][CH3:24])=[O:22])(=[O:40])=[O:39])=[CH:34][CH:33]=1. The yield is 0.930. (2) The reactants are [NH2:1][C:2](=O)[CH2:3][N:4]1[C:9](=[N:10]S(C2C=CC(C)=CC=2)(=O)=O)[CH:8]=[CH:7][C:6]([O:21][C:22]2[CH:23]=[C:24]([NH:28][C:29](=[O:41])[C:30]3[CH:35]=[CH:34][CH:33]=[C:32]([C:36]([C:39]#[N:40])([CH3:38])[CH3:37])[CH:31]=3)[CH:25]=[CH:26][CH:27]=2)=[CH:5]1.[F:50][C:49]([F:52])([F:51])[C:48](O[C:48](=[O:53])[C:49]([F:52])([F:51])[F:50])=[O:53]. The catalyst is ClCCl. The product is [C:39]([C:36]([C:32]1[CH:31]=[C:30]([CH:35]=[CH:34][CH:33]=1)[C:29]([NH:28][C:24]1[CH:25]=[CH:26][CH:27]=[C:22]([O:21][C:6]2[CH:7]=[CH:8][C:9]3[N:4]([CH:3]=[C:2]([NH:1][C:48](=[O:53])[C:49]([F:50])([F:51])[F:52])[N:10]=3)[CH:5]=2)[CH:23]=1)=[O:41])([CH3:38])[CH3:37])#[N:40]. The yield is 0.520.